Dataset: Full USPTO retrosynthesis dataset with 1.9M reactions from patents (1976-2016). Task: Predict the reactants needed to synthesize the given product. (1) Given the product [CH:24]([O:27][C:28]1[CH:33]=[CH:32][C:31]([N:34]2[CH:38]=[N:37][C:36]([C:39]3[CH:40]=[CH:41][C:42]([NH:43][C:15]([C:11]4[CH:10]=[C:9]([C:4]5[CH:5]=[CH:6][CH:7]=[CH:8][C:3]=5[O:2][CH3:1])[CH:14]=[CH:13][CH:12]=4)=[O:17])=[CH:44][CH:45]=3)=[N:35]2)=[CH:30][CH:29]=1)([CH3:26])[CH3:25], predict the reactants needed to synthesize it. The reactants are: [CH3:1][O:2][C:3]1[CH:8]=[CH:7][CH:6]=[CH:5][C:4]=1[C:9]1[CH:14]=[CH:13][CH:12]=[C:11]([C:15]([OH:17])=O)[CH:10]=1.C(Cl)(=O)C(Cl)=O.[CH:24]([O:27][C:28]1[CH:33]=[CH:32][C:31]([N:34]2[CH:38]=[N:37][C:36]([C:39]3[CH:45]=[CH:44][C:42]([NH2:43])=[CH:41][CH:40]=3)=[N:35]2)=[CH:30][CH:29]=1)([CH3:26])[CH3:25].C(N(C(C)C)CC)(C)C. (2) The reactants are: [CH3:1][N:2]1[C:6]([C:7]2(O)[CH2:13][CH2:12][CH:11]=[CH:10][CH2:9][CH2:8]2)=[C:5]([N+:15]([O-:17])=[O:16])[CH:4]=[N:3]1.COCCN(S(F)(F)[F:28])CCOC.C([O-])(O)=O.[Na+]. Given the product [F:28][C:7]1([C:6]2[N:2]([CH3:1])[N:3]=[CH:4][C:5]=2[N+:15]([O-:17])=[O:16])[CH2:13][CH2:12][CH:11]=[CH:10][CH2:9][CH2:8]1, predict the reactants needed to synthesize it. (3) Given the product [Br:1][C:2]1[CH:7]=[CH:6][N:5]=[C:4]2[N:8]([CH3:13])[C:9]([CH3:12])=[C:10]([C:21]3[CH:22]=[C:23]4[C:18]([CH2:17][CH2:16][N:15]4[CH3:14])=[CH:19][CH:20]=3)[C:3]=12, predict the reactants needed to synthesize it. The reactants are: [Br:1][C:2]1[CH:7]=[CH:6][N:5]=[C:4]2[N:8]([CH3:13])[C:9]([CH3:12])=[C:10](I)[C:3]=12.[CH3:14][N:15]1[C:23]2[C:18](=[CH:19][CH:20]=[C:21](B3OC(C)(C)C(C)(C)O3)[CH:22]=2)[CH2:17][CH2:16]1.C(=O)([O-])[O-].[Na+].[Na+]. (4) The reactants are: C[O:2][C:3](=[O:21])[C:4]1[CH:9]=[CH:8][C:7]([CH3:10])=[C:6]([N:11]2[CH2:20][CH2:19][C:14]3([O:18][CH2:17][CH2:16][O:15]3)[CH2:13][CH2:12]2)[CH:5]=1.[OH-].[Li+]. Given the product [O:15]1[C:14]2([CH2:19][CH2:20][N:11]([C:6]3[CH:5]=[C:4]([CH:9]=[CH:8][C:7]=3[CH3:10])[C:3]([OH:21])=[O:2])[CH2:12][CH2:13]2)[O:18][CH2:17][CH2:16]1, predict the reactants needed to synthesize it. (5) Given the product [N:1]1([C:10]2[CH:11]=[CH:12][C:13]([CH2:16][C:17]([NH:20][C:21]3[CH:22]=[C:23]([C:35]([F:36])([F:37])[F:38])[C:24]([C:27]4[CH:32]=[CH:31][C:30]([C:33]#[N:34])=[CH:29][CH:28]=4)=[CH:25][CH:26]=3)=[O:19])=[CH:14][CH:15]=2)[C:5]2[CH:6]=[CH:7][CH:8]=[CH:9][C:4]=2[N:3]=[CH:2]1, predict the reactants needed to synthesize it. The reactants are: [N:1]1([C:10]2[CH:15]=[CH:14][C:13]([CH2:16][C:17]([OH:19])=O)=[CH:12][CH:11]=2)[C:5]2[CH:6]=[CH:7][CH:8]=[CH:9][C:4]=2[N:3]=[CH:2]1.[NH2:20][C:21]1[CH:26]=[CH:25][C:24]([C:27]2[CH:32]=[CH:31][C:30]([C:33]#[N:34])=[CH:29][CH:28]=2)=[C:23]([C:35]([F:38])([F:37])[F:36])[CH:22]=1. (6) Given the product [CH3:1][C@@H:2]([C:14]([CH3:22])([C:16]1[CH:21]=[CH:20][CH:19]=[CH:18][CH:17]=1)[CH3:15])[C:3]([OH:4])=[O:29], predict the reactants needed to synthesize it. The reactants are: [CH3:1][C@@H:2]([C:14]([CH3:22])([C:16]1[CH:21]=[CH:20][CH:19]=[CH:18][CH:17]=1)[CH3:15])[C:3](N1[C@@H](C(C)C)COC1=O)=[O:4].OO.O.[OH-].[Li+].S([O-])([O-])=[O:29].[Na+].[Na+]. (7) Given the product [F:1][C:2]1[C:3]([C:10]2[CH:11]=[CH:12][C:13]([C:14]([NH:16][C:17]3[CH:22]=[CH:21][CH:20]=[CH:19][C:18]=3[NH:23][C:24](=[O:30])[O:25][C:26]([CH3:28])([CH3:29])[CH3:27])=[O:15])=[CH:31][CH:32]=2)=[N:4][CH:5]=[C:6]([CH2:8][N:51]2[CH2:52][CH2:53][N:48]([CH:45]([CH3:47])[CH3:46])[CH2:49][CH2:50]2)[CH:7]=1, predict the reactants needed to synthesize it. The reactants are: [F:1][C:2]1[C:3]([C:10]2[CH:32]=[CH:31][C:13]([C:14]([NH:16][C:17]3[CH:22]=[CH:21][CH:20]=[CH:19][C:18]=3[NH:23][C:24](=[O:30])[O:25][C:26]([CH3:29])([CH3:28])[CH3:27])=[O:15])=[CH:12][CH:11]=2)=[N:4][CH:5]=[C:6]([CH2:8]O)[CH:7]=1.C(N(CC)CC)C.CS(Cl)(=O)=O.[CH:45]([N:48]1[CH2:53][CH2:52][NH:51][CH2:50][CH2:49]1)([CH3:47])[CH3:46].